This data is from NCI-60 drug combinations with 297,098 pairs across 59 cell lines. The task is: Regression. Given two drug SMILES strings and cell line genomic features, predict the synergy score measuring deviation from expected non-interaction effect. (1) Drug 1: CCN(CC)CCCC(C)NC1=C2C=C(C=CC2=NC3=C1C=CC(=C3)Cl)OC. Drug 2: C1CC(=O)NC(=O)C1N2C(=O)C3=CC=CC=C3C2=O. Cell line: SNB-75. Synergy scores: CSS=1.16, Synergy_ZIP=-1.70, Synergy_Bliss=-1.21, Synergy_Loewe=-2.23, Synergy_HSA=-1.81. (2) Drug 1: C(=O)(N)NO. Drug 2: CC1C(C(CC(O1)OC2CC(CC3=C2C(=C4C(=C3O)C(=O)C5=C(C4=O)C(=CC=C5)OC)O)(C(=O)CO)O)N)O.Cl. Cell line: U251. Synergy scores: CSS=35.8, Synergy_ZIP=-5.14, Synergy_Bliss=-4.96, Synergy_Loewe=-17.2, Synergy_HSA=-3.71. (3) Drug 1: CC1=C2C(C(=O)C3(C(CC4C(C3C(C(C2(C)C)(CC1OC(=O)C(C(C5=CC=CC=C5)NC(=O)OC(C)(C)C)O)O)OC(=O)C6=CC=CC=C6)(CO4)OC(=O)C)O)C)O. Drug 2: C1=NC(=NC(=O)N1C2C(C(C(O2)CO)O)O)N. Cell line: U251. Synergy scores: CSS=41.2, Synergy_ZIP=-14.0, Synergy_Bliss=-6.64, Synergy_Loewe=-25.7, Synergy_HSA=-4.67. (4) Drug 1: C1=CC(=CC=C1CCCC(=O)O)N(CCCl)CCCl. Drug 2: C1=CC(=CC=C1C#N)C(C2=CC=C(C=C2)C#N)N3C=NC=N3. Cell line: SK-OV-3. Synergy scores: CSS=0.319, Synergy_ZIP=-4.42, Synergy_Bliss=-10.6, Synergy_Loewe=-10.6, Synergy_HSA=-10.4.